Predict the reactants needed to synthesize the given product. From a dataset of Full USPTO retrosynthesis dataset with 1.9M reactions from patents (1976-2016). (1) Given the product [C:46]([C:42]1[CH:43]=[C:44]2[C:39](=[CH:40][CH:41]=1)[C:38](=[O:50])[N:37]([C:23]1[CH:24]=[CH:25][CH:26]=[C:27]([C:2]3[CH:3]=[C:4]([NH:10][C:11]4[CH:16]=[CH:15][CH:14]=[CH:13][N:12]=4)[C:5](=[O:9])[N:6]([CH3:8])[N:7]=3)[C:22]=1[CH2:21][OH:20])[CH2:45]2)([CH3:49])([CH3:47])[CH3:48], predict the reactants needed to synthesize it. The reactants are: Cl[C:2]1[CH:3]=[C:4]([NH:10][C:11]2[CH:16]=[CH:15][CH:14]=[CH:13][N:12]=2)[C:5](=[O:9])[N:6]([CH3:8])[N:7]=1.C([O:20][CH2:21][C:22]1[C:27](B2OC(C)(C)C(C)(C)O2)=[CH:26][CH:25]=[CH:24][C:23]=1[N:37]1[CH2:45][C:44]2[C:39](=[CH:40][CH:41]=[C:42]([C:46]([CH3:49])([CH3:48])[CH3:47])[CH:43]=2)[C:38]1=[O:50])(=O)C.C(=O)([O-])[O-].[Na+].[Na+].O.[OH-].[Li+]. (2) Given the product [NH2:15][C:12]1[CH:13]=[CH:14][C:9]([OH:8])=[C:10]([F:19])[C:11]=1[F:18], predict the reactants needed to synthesize it. The reactants are: C([O:8][C:9]1[CH:14]=[CH:13][C:12]([N+:15]([O-])=O)=[C:11]([F:18])[C:10]=1[F:19])C1C=CC=CC=1. (3) Given the product [CH:27]([N:26]1[C:20]2[CH:19]=[C:18]([NH:17][C:15]3[CH:14]=[CH:13][N:12]=[C:11]([NH:10][CH2:9][C:5]([CH3:8])([CH2:6][CH3:7])[C:4]([OH:31])=[O:3])[N:16]=3)[N:23]=[CH:22][C:21]=2[N:24]=[C:25]1[CH3:30])([CH3:28])[CH3:29], predict the reactants needed to synthesize it. The reactants are: C([O:3][C:4](=[O:31])[C:5]([CH2:9][NH:10][C:11]1[N:16]=[C:15]([NH:17][C:18]2[N:23]=[CH:22][C:21]3[N:24]=[C:25]([CH3:30])[N:26]([CH:27]([CH3:29])[CH3:28])[C:20]=3[CH:19]=2)[CH:14]=[CH:13][N:12]=1)([CH3:8])[CH2:6][CH3:7])C.O.[OH-].[Li+]. (4) Given the product [CH:38]([N:22]1[C:23]2[C:28](=[CH:27][CH:26]=[CH:25][CH:24]=2)[CH:29]=[CH:21]1)([C:39]1[CH:44]=[CH:43][CH:42]=[CH:41][CH:40]=1)[C:45]1[CH:50]=[CH:49][CH:48]=[CH:47][CH:46]=1, predict the reactants needed to synthesize it. The reactants are: [Si](OCC[C:21]1[NH:22][C:23]2[C:28]([C:29]=1C(=O)C(OCC)=O)=[CH:27][C:26](Cl)=[CH:25][CH:24]=2)(C(C)(C)C)(C1C=CC=CC=1)C1C=CC=CC=1.[CH:38](Br)([C:45]1[CH:50]=[CH:49][CH:48]=[CH:47][CH:46]=1)[C:39]1[CH:44]=[CH:43][CH:42]=[CH:41][CH:40]=1.C([O-])([O-])=O.[Cs+].[Cs+]. (5) Given the product [C:46]1([O:1][CH2:2][C@@H:3]2[CH2:7][C@H:6]([C:8]3[CH:9]=[CH:10][CH:11]=[CH:12][CH:13]=3)[CH2:5][N:4]2[C:14]([O:16][C:17]([CH3:20])([CH3:19])[CH3:18])=[O:15])[C:47]2[C:42](=[CH:41][CH:40]=[CH:39][CH:38]=2)[CH:43]=[CH:44][CH:45]=1, predict the reactants needed to synthesize it. The reactants are: [OH:1][CH2:2][C@@H:3]1[CH2:7][C@H:6]([C:8]2[CH:13]=[CH:12][CH:11]=[CH:10][CH:9]=2)[CH2:5][N:4]1[C:14]([O:16][C:17]([CH3:20])([CH3:19])[CH3:18])=[O:15].N1C=CC=CC=1.S(Cl)(C1C=CC(C)=CC=1)(=O)=O.[C:38]1([O-])[C:47]2[C:42](=[CH:43][CH:44]=[CH:45][CH:46]=2)[CH:41]=[CH:40][CH:39]=1.[Na+]. (6) Given the product [C:14]([O:18][C:19]([N:21]1[CH2:26][CH2:25][N:24]([C:27]2[C:32]3[N:33]([CH2:46][C:47]4[CH:52]=[CH:51][CH:50]=[CH:49][CH:48]=4)[C:34](=[O:45])[N:35]([CH2:36][C:37]4[CH:42]=[CH:41][CH:40]=[CH:39][C:38]=4[C:43]#[N:44])[C:31]=3[C:30]([Br:6])=[CH:29][N:28]=2)[CH2:23][CH2:22]1)=[O:20])([CH3:17])([CH3:15])[CH3:16], predict the reactants needed to synthesize it. The reactants are: C(=O)(O)[O-].[Na+].[Br:6]N1C(=O)CCC1=O.[C:14]([O:18][C:19]([N:21]1[CH2:26][CH2:25][N:24]([C:27]2[C:32]3[N:33]([CH2:46][C:47]4[CH:52]=[CH:51][CH:50]=[CH:49][CH:48]=4)[C:34](=[O:45])[N:35]([CH2:36][C:37]4[CH:42]=[CH:41][CH:40]=[CH:39][C:38]=4[C:43]#[N:44])[C:31]=3[CH:30]=[CH:29][N:28]=2)[CH2:23][CH2:22]1)=[O:20])([CH3:17])([CH3:16])[CH3:15].C(OCC)(=O)C. (7) Given the product [Br:22][C:23]1[CH:30]=[CH:29][CH:28]=[CH:27][C:24]=1[CH2:25][CH:1]([C:8]1[CH:9]=[N:10][CH:11]=[CH:12][CH:13]=1)[C:2]1[CH:3]=[N:4][CH:5]=[CH:6][CH:7]=1, predict the reactants needed to synthesize it. The reactants are: [CH2:1]([C:8]1[CH:9]=[N:10][CH:11]=[CH:12][CH:13]=1)[C:2]1[CH:3]=[N:4][CH:5]=[CH:6][CH:7]=1.C([N-]C(C)C)(C)C.[Li+].[Br:22][C:23]1[CH:30]=[CH:29][CH:28]=[CH:27][C:24]=1[CH2:25]Br.O. (8) Given the product [C:16]1([NH:15][S:2]([C:5]2[CH:6]=[C:7]3[C:11](=[CH:12][CH:13]=2)[NH:10][C:9](=[O:14])[CH2:8]3)(=[O:4])=[O:3])[CH:21]=[CH:20][CH:19]=[CH:18][CH:17]=1, predict the reactants needed to synthesize it. The reactants are: Cl[S:2]([C:5]1[CH:6]=[C:7]2[C:11](=[CH:12][CH:13]=1)[NH:10][C:9](=[O:14])[CH2:8]2)(=[O:4])=[O:3].[NH2:15][C:16]1[CH:21]=[CH:20][CH:19]=[CH:18][CH:17]=1.N1C=CC=CC=1.Cl.